Dataset: NCI-60 drug combinations with 297,098 pairs across 59 cell lines. Task: Regression. Given two drug SMILES strings and cell line genomic features, predict the synergy score measuring deviation from expected non-interaction effect. Drug 1: COC1=CC(=CC(=C1O)OC)C2C3C(COC3=O)C(C4=CC5=C(C=C24)OCO5)OC6C(C(C7C(O6)COC(O7)C8=CC=CS8)O)O. Drug 2: C1=NC2=C(N1)C(=S)N=C(N2)N. Cell line: M14. Synergy scores: CSS=38.4, Synergy_ZIP=-4.81, Synergy_Bliss=-1.86, Synergy_Loewe=0.988, Synergy_HSA=3.01.